Dataset: Reaction yield outcomes from USPTO patents with 853,638 reactions. Task: Predict the reaction yield, written as a fraction of the theoretical maximum amount of product (1.0 means a 100% yield; for example, 0.34 means a 34% yield). (1) The reactants are [CH:1]12[CH2:10][CH:5]3[CH2:6][CH:7]([CH2:9][CH:3]([CH2:4]3)[CH:2]1[NH:11][C:12](=[O:15])[CH2:13]Cl)[CH2:8]2.[C:16]([O:20][C:21]([N:23]1[CH2:28][CH2:27][NH:26][CH2:25][CH2:24]1)=[O:22])([CH3:19])([CH3:18])[CH3:17].C(N(CC)CC)C.CC#N. The catalyst is C1COCC1. The product is [C:16]([O:20][C:21]([N:23]1[CH2:28][CH2:27][N:26]([CH2:13][C:12](=[O:15])[NH:11][CH:2]2[CH:3]3[CH2:9][CH:7]4[CH2:6][CH:5]([CH2:10][CH:1]2[CH2:8]4)[CH2:4]3)[CH2:25][CH2:24]1)=[O:22])([CH3:19])([CH3:17])[CH3:18]. The yield is 0.630. (2) The reactants are [Br:1][CH2:2][C:3]([C:5]1[CH:10]=[CH:9][C:8]([CH3:11])=[CH:7][CH:6]=1)=[O:4].[N:12]1[CH:17]=[CH:16][CH:15]=[CH:14][CH:13]=1. The catalyst is CC(C)=O. The product is [Br-:1].[O:4]=[C:3]([C:5]1[CH:10]=[CH:9][C:8]([CH3:11])=[CH:7][CH:6]=1)[CH2:2][N+:12]1[CH:17]=[CH:16][CH:15]=[CH:14][CH:13]=1. The yield is 1.00. (3) The reactants are CC1(C)[O:6][C@@H:5]([CH2:7][O:8][NH:9][C:10]([C:12]2[N:13]=[CH:14][C:15]3[N:16]([CH:27]=[N:28][CH:29]=3)[C:17]=2[NH:18][C:19]2[CH:24]=[CH:23][C:22]([I:25])=[CH:21][C:20]=2[F:26])=[O:11])[CH2:4][O:3]1.Cl.O1CCOCC1.S([O-])([O-])(=O)=O.[Na+].[Na+]. The catalyst is CO. The product is [OH:6][C@H:5]([CH2:4][OH:3])[CH2:7][O:8][NH:9][C:10]([C:12]1[N:13]=[CH:14][C:15]2[N:16]([CH:27]=[N:28][CH:29]=2)[C:17]=1[NH:18][C:19]1[CH:24]=[CH:23][C:22]([I:25])=[CH:21][C:20]=1[F:26])=[O:11]. The yield is 0.673. (4) The reactants are O.[O:2]=[CH:3][C@@H:4]([C@H:6]([C@@H:8]([C@@H:10]([CH2:12][OH:13])[OH:11])[OH:9])[OH:7])[OH:5].[C:14]([O-:26])(=[O:25])[CH2:15][C:16]([CH2:21][C:22]([O-:24])=[O:23])([C:18]([O-:20])=[O:19])[OH:17].[NH4+:27].[NH4+].[NH4+]. No catalyst specified. The product is [C:14]([O-:26])(=[O:25])[CH2:15][C:16]([CH2:21][C:22]([O-:24])=[O:23])([C:18]([O-:20])=[O:19])[OH:17].[NH4+:27].[NH4+:27].[NH4+:27].[O:2]=[CH:3][C@@H:4]([C@H:6]([C@@H:8]([C@@H:10]([CH2:12][OH:13])[OH:11])[OH:9])[OH:7])[OH:5]. The yield is 0.150. (5) The reactants are CC(OC([N:7]1[CH2:12][CH2:11][N:10]([CH:13]([C:32]2[CH:37]=[CH:36][CH:35]=[CH:34][C:33]=2[Cl:38])[C:14]([NH:16][NH:17][C:18]2[CH:23]=[C:22]([C:24]([F:27])([F:26])[F:25])[CH:21]=[C:20]([C:28]([F:31])([F:30])[F:29])[CH:19]=2)=[O:15])[CH2:9][CH2:8]1)=O)C. The catalyst is C(Cl)Cl.C(O)(C(F)(F)F)=O. The product is [F:31][C:28]([F:29])([F:30])[C:20]1[CH:19]=[C:18]([NH:17][NH:16][C:14](=[O:15])[CH:13]([C:32]2[CH:37]=[CH:36][CH:35]=[CH:34][C:33]=2[Cl:38])[N:10]2[CH2:11][CH2:12][NH:7][CH2:8][CH2:9]2)[CH:23]=[C:22]([C:24]([F:25])([F:27])[F:26])[CH:21]=1. The yield is 0.240. (6) The yield is 0.130. The product is [OH:37][C@@H:34]1[CH2:35][CH2:36][C@H:31]([N:5]2[C:4](=[O:3])[C:9]([CH2:10][C:11]3[CH:16]=[CH:15][C:14]([C:17]4[C:18]([C:23]#[N:24])=[CH:19][CH:20]=[CH:21][CH:22]=4)=[CH:13][CH:12]=3)=[C:8]([CH2:25][CH2:26][CH3:27])[N:7]3[N:28]=[CH:29][N:30]=[C:6]23)[CH2:32][CH2:33]1. The reactants are [BH4-].[Na+].[O:3]=[C:4]1[C:9]([CH2:10][C:11]2[CH:16]=[CH:15][C:14]([C:17]3[C:18]([C:23]#[N:24])=[CH:19][CH:20]=[CH:21][CH:22]=3)=[CH:13][CH:12]=2)=[C:8]([CH2:25][CH2:26][CH3:27])[N:7]2[N:28]=[CH:29][N:30]=[C:6]2[N:5]1[CH:31]1[CH2:36][CH2:35][C:34](=[O:37])[CH2:33][CH2:32]1.O1CCCC1.[Cl-].[NH4+]. The catalyst is CO.